Dataset: Reaction yield outcomes from USPTO patents with 853,638 reactions. Task: Predict the reaction yield, written as a fraction of the theoretical maximum amount of product (1.0 means a 100% yield; for example, 0.34 means a 34% yield). (1) The reactants are [N:1]1[CH:6]=[CH:5][C:4]([CH2:7][N:8]2[CH2:13][CH2:12][NH:11][CH2:10][CH2:9]2)=[CH:3][CH:2]=1.[C:14]([O:18][C:19](=[O:27])[C:20]1[CH:25]=[CH:24][C:23](F)=[CH:22][CH:21]=1)([CH3:17])([CH3:16])[CH3:15].C(=O)([O-])[O-].[K+].[K+]. The catalyst is CS(C)=O.CCOC(C)=O.O. The product is [N:1]1[CH:6]=[CH:5][C:4]([CH2:7][N:8]2[CH2:13][CH2:12][N:11]([C:23]3[CH:24]=[CH:25][C:20]([C:19]([O:18][C:14]([CH3:15])([CH3:16])[CH3:17])=[O:27])=[CH:21][CH:22]=3)[CH2:10][CH2:9]2)=[CH:3][CH:2]=1. The yield is 0.710. (2) The product is [C:9]([C:8]1[NH:7][C:2]2[C:1]([CH:14]=1)=[CH:6][CH:5]=[CH:4][CH:3]=2)([CH3:12])([CH3:11])[CH3:10]. The reactants are [C:1]1([CH3:14])[CH:6]=[CH:5][CH:4]=[CH:3][C:2]=1[NH:7][C:8](=O)[C:9]([CH3:12])([CH3:11])[CH3:10].[Li]CCCC.[NH4+].[Cl-]. The yield is 0.880. The catalyst is C1COCC1. (3) The reactants are [C:1](O[BH-](OC(=O)C)OC(=O)C)(=O)[CH3:2].[Na+].[CH2:15]([O:22][C:23](=[O:45])[C:24]([NH:37][C:38]([O:40][C:41]([CH3:44])([CH3:43])[CH3:42])=[O:39])([NH:29][C:30]([O:32][C:33]([CH3:36])([CH3:35])[CH3:34])=[O:31])[CH2:25]CC=O)[C:16]1[CH:21]=[CH:20][CH:19]=[CH:18][CH:17]=1.Cl.[CH2:47]([O:49][C:50](=[O:54])[C@H:51]([CH3:53])[NH2:52])[CH3:48].[Cl-].[NH4+]. The catalyst is ClCCl. The product is [CH2:15]([O:22][C:23](=[O:45])[C:24]([NH:29][C:30]([O:32][C:33]([CH3:36])([CH3:34])[CH3:35])=[O:31])([NH:37][C:38]([O:40][C:41]([CH3:42])([CH3:43])[CH3:44])=[O:39])[CH2:25][CH2:1][CH2:2][NH:52][CH:51]([C:50]([O:49][CH2:47][CH3:48])=[O:54])[CH3:53])[C:16]1[CH:21]=[CH:20][CH:19]=[CH:18][CH:17]=1. The yield is 0.410. (4) The reactants are C([C:3]1[N:8]=[C:7]([C:9]#[N:10])[C:6]([C:11]([O:13][CH3:14])=[O:12])=[C:5]([NH:15][C:16]2[CH:17]=[C:18]([CH3:22])[CH:19]=[CH:20][CH:21]=2)[N:4]=1)#N.C(N(CC)C(C)C)(C)C.[CH:32]1([NH2:38])[CH2:37][CH2:36][CH2:35][CH2:34][CH2:33]1.C([O-])(O)=O.[Na+]. The catalyst is CN(C=O)C. The product is [C:9]([C:7]1[C:6]([C:11]([O:13][CH3:14])=[O:12])=[C:5]([NH:15][C:16]2[CH:17]=[C:18]([CH3:22])[CH:19]=[CH:20][CH:21]=2)[N:4]=[C:3]([NH:38][CH:32]2[CH2:37][CH2:36][CH2:35][CH2:34][CH2:33]2)[N:8]=1)#[N:10]. The yield is 0.900. (5) The yield is 0.773. The reactants are [C:1]([C:5]1[C:13]2[C:8](=[CH:9][C:10]([N+:14]([O-])=O)=[CH:11][CH:12]=2)[NH:7][CH:6]=1)([CH3:4])([CH3:3])[CH3:2]. The catalyst is C(O)C.[Ni]. The product is [C:1]([C:5]1[C:13]2[C:8](=[CH:9][C:10]([NH2:14])=[CH:11][CH:12]=2)[NH:7][CH:6]=1)([CH3:4])([CH3:2])[CH3:3]. (6) The reactants are C1CCN2C(=NCCC2)CC1.[Br:12][C:13]1[CH:14]=[C:15]([C:19]([C:21]2[CH:26]=[C:25]([CH3:27])[C:24]([Cl:28])=[CH:23][C:22]=2[OH:29])=O)[CH:16]=[CH:17][CH:18]=1.C([CH:32]([CH2:36][C:37](Cl)=[O:38])[C:33](Cl)=[O:34])C.[OH2:40]. The catalyst is C(#N)C. The product is [Br:12][C:13]1[CH:14]=[C:15]([C:19]2[C:21]3[C:22](=[CH:23][C:24]([Cl:28])=[C:25]([CH3:27])[CH:26]=3)[O:29][C:37](=[O:38])[C:36]=2[CH2:32][C:33]([OH:34])=[O:40])[CH:16]=[CH:17][CH:18]=1. The yield is 0.710. (7) The yield is 1.00. The catalyst is C1COCC1.CC(O)C.C(O)(=O)C.O. The reactants are Cl[C:2]1[N:7]=[C:6]([NH:8][CH:9]2[CH2:13][CH2:12][CH2:11][CH2:10]2)[C:5]([N+:14]([O-:16])=[O:15])=[CH:4][N:3]=1.CN(C)C1C=CC=CC=1.[C:26]([O:30][C:31]([NH:33][CH:34]1[CH2:38][CH2:37][N:36]([C:39]2[CH:44]=[CH:43][C:42]([NH2:45])=[CH:41][CH:40]=2)[CH2:35]1)=[O:32])([CH3:29])([CH3:28])[CH3:27]. The product is [C:26]([O:30][C:31]([NH:33][CH:34]1[CH2:38][CH2:37][N:36]([C:39]2[CH:40]=[CH:41][C:42]([NH:45][C:2]3[N:7]=[C:6]([NH:8][CH:9]4[CH2:13][CH2:12][CH2:11][CH2:10]4)[C:5]([N+:14]([O-:16])=[O:15])=[CH:4][N:3]=3)=[CH:43][CH:44]=2)[CH2:35]1)=[O:32])([CH3:29])([CH3:27])[CH3:28]. (8) The reactants are [C:1]([O:5][C:6]([N:8]1[CH2:13][CH2:12][C:11](=[C:14]([C:26]2[CH:31]=[CH:30][CH:29]=[CH:28][CH:27]=2)[C:15]2[CH:16]=[N:17][CH:18]=[C:19]([CH2:21]CC(O)=O)[CH:20]=2)[CH2:10][CH2:9]1)=[O:7])([CH3:4])([CH3:3])[CH3:2].[H-].[H-].[H-].[H-].[Li+].[Al+3].C1C[O:41]CC1. No catalyst specified. The product is [C:1]([O:5][C:6]([N:8]1[CH2:13][CH2:12][C:11](=[C:14]([C:26]2[CH:31]=[CH:30][CH:29]=[CH:28][CH:27]=2)[C:15]2[CH:16]=[N:17][CH:18]=[C:19]([CH2:21][OH:41])[CH:20]=2)[CH2:10][CH2:9]1)=[O:7])([CH3:3])([CH3:2])[CH3:4]. The yield is 0.870. (9) The catalyst is CN(C=O)C. The product is [N+:18]([C:15]1[CH:16]=[CH:17][C:12]([N:6]2[CH2:5][CH2:4][N:3]3[C:7](=[O:10])[CH2:8][CH2:9][CH:2]3[CH2:1]2)=[CH:13][CH:14]=1)([O-:20])=[O:19]. The reactants are [CH2:1]1[NH:6][CH2:5][CH2:4][N:3]2[C:7](=[O:10])[CH2:8][CH2:9][CH:2]12.F[C:12]1[CH:17]=[CH:16][C:15]([N+:18]([O-:20])=[O:19])=[CH:14][CH:13]=1.C([O-])([O-])=O.[K+].[K+]. The yield is 0.980. (10) The reactants are C[O-].[Na+].[C:4]([O:8][CH3:9])(=[O:7])[CH2:5][SH:6].[CH2:10]([O:17][C:18]1[CH:23]=[CH:22][C:21]([C:24]2[N:28]([CH:29]3[CH2:34][CH2:33][CH2:32][CH:31]=[CH:30]3)[C:27]([CH:35]=O)=[C:26](Cl)[N:25]=2)=[C:20]([F:38])[CH:19]=1)[C:11]1[CH:16]=[CH:15][CH:14]=[CH:13][CH:12]=1.C(=O)([O-])O.[Na+]. The catalyst is CO.C(OCC)(=O)C. The product is [CH2:10]([O:17][C:18]1[CH:23]=[CH:22][C:21]([C:24]2[N:28]([CH:29]3[CH2:34][CH2:33][CH2:32][CH:31]=[CH:30]3)[C:27]3[CH:35]=[C:5]([C:4]([O:8][CH3:9])=[O:7])[S:6][C:26]=3[N:25]=2)=[C:20]([F:38])[CH:19]=1)[C:11]1[CH:12]=[CH:13][CH:14]=[CH:15][CH:16]=1. The yield is 0.300.